Predict the reactants needed to synthesize the given product. From a dataset of Full USPTO retrosynthesis dataset with 1.9M reactions from patents (1976-2016). Given the product [Br:9][C:10]1[CH:14]=[C:13]([C:15]([NH:17][C:18]2[CH:23]=[CH:22][C:21]([Cl:24])=[CH:20][C:19]=2[C:25](=[O:32])[NH:26][CH:27]([CH:29]2[CH2:31][CH2:30]2)[CH3:28])=[O:16])[N:12]([C:33]2[C:38]([Cl:39])=[CH:37][CH:36]=[CH:35][N:34]=2)[N:11]=1, predict the reactants needed to synthesize it. The reactants are: OO.C(OCC)(=O)C.[Br:9][C:10]1[CH2:14][CH:13]([C:15]([NH:17][C:18]2[CH:23]=[CH:22][C:21]([Cl:24])=[CH:20][C:19]=2[C:25](=[O:32])[NH:26][CH:27]([CH:29]2[CH2:31][CH2:30]2)[CH3:28])=[O:16])[N:12]([C:33]2[C:38]([Cl:39])=[CH:37][CH:36]=[CH:35][N:34]=2)[N:11]=1.